Dataset: Forward reaction prediction with 1.9M reactions from USPTO patents (1976-2016). Task: Predict the product of the given reaction. Given the reactants Cl.Cl.[NH2:3][C@@H:4]1[C:20]2[CH:21]=[C:16]([CH:17]=[CH:18][N:19]=2)[N:15]2[C:11](=[CH:12][C:13]([C:22]([O:24][CH3:25])=[O:23])=[N:14]2)[NH:10][C:9](=[O:26])[C@H:8]([CH3:27])[CH2:7][CH2:6][CH2:5]1.Cl.Cl.[NH2:30][C@@H:31]1[C:47]2[CH:48]=[C:43]([CH:44]=[CH:45][N:46]=2)[N:42]2[C:38](=[CH:39][C:40]([C:49]([O:51][CH2:52][CH3:53])=[O:50])=[N:41]2)[NH:37][C:36](=[O:54])[C@H:35]([CH3:55])[CH2:34][CH2:33][CH2:32]1, predict the reaction product. The product is: [NH2:30][C@@H:31]1[C:47]2[CH:48]=[C:43]([CH:44]=[CH:45][N:46]=2)[N:42]2[C:38](=[CH:39][C:40]([C:49]([O:51][CH2:52][CH3:53])=[O:50])=[N:41]2)[NH:37][C:36](=[O:54])[C@H:35]([CH3:55])[CH2:34][CH2:33][CH2:32]1.[NH2:3][C@@H:4]1[C:20]2[CH:21]=[C:16]([CH:17]=[CH:18][N:19]=2)[N:15]2[C:11](=[CH:12][C:13]([C:22]([O:24][CH3:25])=[O:23])=[N:14]2)[NH:10][C:9](=[O:26])[C@H:8]([CH3:27])[CH2:7][CH2:6][CH2:5]1.